From a dataset of Full USPTO retrosynthesis dataset with 1.9M reactions from patents (1976-2016). Predict the reactants needed to synthesize the given product. (1) The reactants are: Cl[C:2]1[N:10]=[CH:9][N:8]=[C:7]2[C:3]=1[N:4]=[CH:5][N:6]2[CH2:11][CH2:12][CH2:13][CH2:14][CH2:15][CH2:16][CH2:17][CH2:18][CH2:19][CH3:20].[NH3:21]. Given the product [CH2:11]([N:6]1[CH:5]=[N:4][C:3]2[C:7]1=[N:8][CH:9]=[N:10][C:2]=2[NH2:21])[CH2:12][CH2:13][CH2:14][CH2:15][CH2:16][CH2:17][CH2:18][CH2:19][CH3:20], predict the reactants needed to synthesize it. (2) The reactants are: [Cl:1][C:2]1[CH:7]=[CH:6][C:5]([OH:8])=[C:4]([C:9]2[O:13][N:12]=[CH:11][CH:10]=2)[CH:3]=1.C(=O)([O-])[O-].[K+].[K+].Br[CH2:21][C:22]([O:24]C(C)(C)C)=[O:23]. Given the product [Cl:1][C:2]1[CH:7]=[CH:6][C:5]([O:8][CH2:21][C:22]([OH:24])=[O:23])=[C:4]([C:9]2[O:13][N:12]=[CH:11][CH:10]=2)[CH:3]=1, predict the reactants needed to synthesize it. (3) Given the product [C:13]12([NH:23][C:24]([NH:10][CH:5]3[CH2:6][C:7]([CH3:8])([CH3:9])[C:2](=[O:1])[C:3]([CH3:12])([CH3:11])[CH2:4]3)=[O:25])[CH2:22][CH:17]3[CH2:18][CH:19]([CH2:21][CH:15]([CH2:16]3)[CH2:14]1)[CH2:20]2, predict the reactants needed to synthesize it. The reactants are: [O:1]=[C:2]1[C:7]([CH3:9])([CH3:8])[CH2:6][CH:5]([NH2:10])[CH2:4][C:3]1([CH3:12])[CH3:11].[C:13]12([N:23]=[C:24]=[O:25])[CH2:22][CH:17]3[CH2:18][CH:19]([CH2:21][CH:15]([CH2:16]3)[CH2:14]1)[CH2:20]2.O. (4) Given the product [Cl:1][C:2]1[N:7]=[C:6]([N:9]2[CH2:14][CH2:13][CH2:12][CH:11]([NH:15][C:16](=[O:22])[O:17][C:18]([CH3:20])([CH3:19])[CH3:21])[CH2:10]2)[CH:5]=[CH:4][N:3]=1, predict the reactants needed to synthesize it. The reactants are: [Cl:1][C:2]1[N:7]=[C:6](Cl)[CH:5]=[CH:4][N:3]=1.[NH:9]1[CH2:14][CH2:13][CH2:12][CH:11]([NH:15][C:16](=[O:22])[O:17][C:18]([CH3:21])([CH3:20])[CH3:19])[CH2:10]1. (5) Given the product [CH2:1]([C:3]1[C:4]([NH:10][CH:11]([CH2:23][CH3:24])[CH2:12][NH2:13])=[N:5][CH:6]=[N:7][C:8]=1[CH3:9])[CH3:2], predict the reactants needed to synthesize it. The reactants are: [CH2:1]([C:3]1[C:4]([N:10](CC2C=CC(OC)=CC=2)[CH:11]([CH2:23][CH3:24])[CH2:12][NH:13]CC2C=CC(OC)=CC=2)=[N:5][CH:6]=[N:7][C:8]=1[CH3:9])[CH3:2].[H][H].